Dataset: Full USPTO retrosynthesis dataset with 1.9M reactions from patents (1976-2016). Task: Predict the reactants needed to synthesize the given product. (1) Given the product [Cl:1][C:2]1[CH:3]=[C:4]([CH:30]=[CH:31][C:32]=1[Cl:33])[CH2:5][CH:6]1[CH2:11][CH2:10][N:9]([CH2:12][C@H:13]([NH:17][C:18]([NH:20][C:21]2[CH:26]=[CH:25][CH:24]=[C:23]([NH:27][S:35]([CH3:34])(=[O:37])=[O:36])[CH:22]=2)=[O:19])[CH:14]([CH3:16])[CH3:15])[CH2:8][CH2:7]1, predict the reactants needed to synthesize it. The reactants are: [Cl:1][C:2]1[CH:3]=[C:4]([CH:30]=[CH:31][C:32]=1[Cl:33])[CH2:5][CH:6]1[CH2:11][CH2:10][N:9]([CH2:12][C@H:13]([NH:17][C:18]([NH:20][C:21]2[CH:26]=[CH:25][CH:24]=[C:23]([N+:27]([O-])=O)[CH:22]=2)=[O:19])[CH:14]([CH3:16])[CH3:15])[CH2:8][CH2:7]1.[CH3:34][S:35](Cl)(=[O:37])=[O:36]. (2) Given the product [Cl:12][CH2:13][CH2:14][CH2:15][O:9][C:5]1[CH:4]=[C:3]([O:2][CH3:1])[CH:8]=[N:7][CH:6]=1, predict the reactants needed to synthesize it. The reactants are: [CH3:1][O:2][C:3]1[CH:4]=[C:5]([OH:9])[CH:6]=[N:7][CH:8]=1.[H-].[Na+].[Cl:12][CH2:13][CH2:14][CH2:15]I.[Na+].[Cl-]. (3) Given the product [CH3:1][N:2]1[C:10]2[C:5](=[CH:6][C:7]([NH2:11])=[CH:8][CH:9]=2)[CH2:4][CH2:3]1, predict the reactants needed to synthesize it. The reactants are: [CH3:1][N:2]1[C:10]2[C:5](=[CH:6][C:7]([N+:11]([O-])=O)=[CH:8][CH:9]=2)[CH2:4][CH2:3]1.O.NN. (4) Given the product [CH:25]1([NH:28][C:12]2[CH:13]([C:15]3[S:16][CH:17]=[CH:18][CH:19]=3)[N:14]=[C:8]([C:5]3[CH:4]=[CH:3][C:2]([CH3:1])=[CH:7][CH:6]=3)[C:9]3[CH:24]=[CH:23][CH:22]=[N:21][C:10]=3[N:11]=2)[CH2:27][CH2:26]1, predict the reactants needed to synthesize it. The reactants are: [CH3:1][C:2]1[CH:7]=[CH:6][C:5]([C:8]2[C:9]3[CH:24]=[CH:23][CH:22]=[N:21][C:10]=3[NH:11][C:12](=O)[CH:13]([C:15]3[S:16][CH:17]=[CH:18][CH:19]=3)[N:14]=2)=[CH:4][CH:3]=1.[CH:25]1([NH2:28])[CH2:27][CH2:26]1. (5) Given the product [C:9]([O:12][CH:13]([O:5][C:4](=[O:6])[CH2:3][CH2:2][C:1]([O:8][CH:25]([O:6][C:4](=[O:5])[CH3:3])[CH2:23][CH3:24])=[O:7])[CH2:14][CH3:15])(=[O:11])[CH3:10], predict the reactants needed to synthesize it. The reactants are: [C:1]([OH:8])(=[O:7])[CH2:2][CH2:3][C:4]([OH:6])=[O:5].[C:9]([O:12][CH:13](Br)[CH2:14][CH3:15])(=[O:11])[CH3:10].C(N([CH:23]([CH3:25])[CH3:24])CC)(C)C. (6) Given the product [CH:1]1([CH2:4][O:5][C:6]2[CH:33]=[CH:32][C:9]3[N:10]=[C:11]([C:13]4[N:18]=[CH:17][C:16]([O:19][CH2:20][C@@H:21]([NH:23][C:24]([NH2:34])=[O:25])[CH3:22])=[CH:15][C:14]=4[F:31])[O:12][C:8]=3[CH:7]=2)[CH2:2][CH2:3]1, predict the reactants needed to synthesize it. The reactants are: [CH:1]1([CH2:4][O:5][C:6]2[CH:33]=[CH:32][C:9]3[N:10]=[C:11]([C:13]4[N:18]=[CH:17][C:16]([O:19][CH2:20][C@@H:21]([NH:23][C:24](=O)[O:25]C(C)(C)C)[CH3:22])=[CH:15][C:14]=4[F:31])[O:12][C:8]=3[CH:7]=2)[CH2:3][CH2:2]1.[N:34]1C=CC=CC=1.